From a dataset of Forward reaction prediction with 1.9M reactions from USPTO patents (1976-2016). Predict the product of the given reaction. Given the reactants [CH:1]1([N:10]2[CH2:15][CH2:14][NH:13][CH2:12][CH2:11]2)[C:9]2[C:4](=[CH:5][CH:6]=[CH:7][CH:8]=2)[CH2:3][CH2:2]1.Br[CH2:17][C:18]#[N:19], predict the reaction product. The product is: [CH:1]1([N:10]2[CH2:15][CH2:14][N:13]([CH2:17][C:18]#[N:19])[CH2:12][CH2:11]2)[C:9]2[C:4](=[CH:5][CH:6]=[CH:7][CH:8]=2)[CH2:3][CH2:2]1.